Task: Predict the reaction yield, written as a fraction of the theoretical maximum amount of product (1.0 means a 100% yield; for example, 0.34 means a 34% yield).. Dataset: Buchwald-Hartwig C-N cross coupling reaction yields with 55,370 reactions (1) The reactants are Brc1ccccn1.Cc1ccc(N)cc1.O=S(=O)(O[Pd]1c2ccccc2-c2ccccc2N~1)C(F)(F)F.COc1ccc(OC)c(P(C(C)(C)C)C(C)(C)C)c1-c1c(C(C)C)cc(C(C)C)cc1C(C)C.CN1CCCN2CCCN=C12.CCOC(=O)c1cnoc1C. No catalyst specified. The product is Cc1ccc(Nc2ccccn2)cc1. The yield is 0.507. (2) The reactants are CCc1ccc(Cl)cc1.Cc1ccc(N)cc1.O=S(=O)(O[Pd]1c2ccccc2-c2ccccc2N~1)C(F)(F)F.COc1ccc(OC)c(P(C(C)(C)C)C(C)(C)C)c1-c1c(C(C)C)cc(C(C)C)cc1C(C)C.CCN=P(N=P(N(C)C)(N(C)C)N(C)C)(N(C)C)N(C)C.Fc1cccc(F)c1-c1ccno1. No catalyst specified. The product is CCc1ccc(Nc2ccc(C)cc2)cc1. The yield is 0.123.